Dataset: Catalyst prediction with 721,799 reactions and 888 catalyst types from USPTO. Task: Predict which catalyst facilitates the given reaction. (1) Reactant: Br[C:2]1[S:6][C:5]([NH:7][C:8]([NH:10][C:11]2[C:16]([CH3:17])=[CH:15][C:14]([CH3:18])=[CH:13][C:12]=2[CH3:19])=[O:9])=[C:4]([C:20]([O:22][C:23]([CH3:26])([CH3:25])[CH3:24])=[O:21])[CH:3]=1.[F:27][C:28]([F:40])([F:39])[O:29][C:30]1[CH:35]=[CH:34][C:33](B(O)O)=[CH:32][CH:31]=1.C([O-])([O-])=O.[Na+].[Na+]. Product: [F:27][C:28]([F:39])([F:40])[O:29][C:30]1[CH:35]=[CH:34][C:33]([C:2]2[S:6][C:5]([NH:7][C:8]([NH:10][C:11]3[C:16]([CH3:17])=[CH:15][C:14]([CH3:18])=[CH:13][C:12]=3[CH3:19])=[O:9])=[C:4]([C:20]([O:22][C:23]([CH3:26])([CH3:25])[CH3:24])=[O:21])[CH:3]=2)=[CH:32][CH:31]=1. The catalyst class is: 628. (2) Reactant: Cl.[F:2][C:3]1[CH:4]=[CH:5][C:6]([CH3:33])=[C:7]([CH:32]=1)[O:8][CH2:9][C:10]1[C:19]([C:20]2[CH:25]=[CH:24][C:23]([OH:26])=[CH:22][C:21]=2[O:27][CH3:28])=[CH:18][CH:17]=[C:16]2[C:11]=1[C:12]([CH3:31])=[CH:13][C:14]([CH3:30])([CH3:29])[NH:15]2.C(N(CC)CC)C.[O:41]1[CH:45]=[CH:44][CH:43]=[C:42]1[C:46](Cl)=[O:47].C(=O)([O-])O.[Na+]. Product: [O:41]1[CH:45]=[CH:44][CH:43]=[C:42]1[C:46]([O:26][C:23]1[CH:24]=[CH:25][C:20]([C:19]2[C:10]([CH2:9][O:8][C:7]3[CH:32]=[C:3]([F:2])[CH:4]=[CH:5][C:6]=3[CH3:33])=[C:11]3[C:16](=[CH:17][CH:18]=2)[NH:15][C:14]([CH3:29])([CH3:30])[CH:13]=[C:12]3[CH3:31])=[C:21]([O:27][CH3:28])[CH:22]=1)=[O:47]. The catalyst class is: 54.